Dataset: Reaction yield outcomes from USPTO patents with 853,638 reactions. Task: Predict the reaction yield, written as a fraction of the theoretical maximum amount of product (1.0 means a 100% yield; for example, 0.34 means a 34% yield). (1) The reactants are [CH:1]1([C:4]2[CH:5]=[N:6][N:7]([C:9]3[CH:14]=[CH:13][C:12]([N+:15]([O-])=O)=[CH:11][N:10]=3)[CH:8]=2)[CH2:3][CH2:2]1. The catalyst is C(OCC)(=O)C.[OH-].[OH-].[Pd+2]. The product is [CH:1]1([C:4]2[CH:5]=[N:6][N:7]([C:9]3[N:10]=[CH:11][C:12]([NH2:15])=[CH:13][CH:14]=3)[CH:8]=2)[CH2:3][CH2:2]1. The yield is 0.380. (2) The reactants are [O:1]1[CH:5]=[CH:4][C:3]([C:6]2[CH:7]=[C:8]([CH:12]=[CH:13][CH:14]=2)[C:9]([OH:11])=O)=[CH:2]1.C(Cl)(=O)C(Cl)=O.[NH2:21][C:22]1[CH:31]=[CH:30][C:29]([Cl:32])=[CH:28][C:23]=1[C:24]([O:26][CH3:27])=[O:25].C(=O)([O-])O.[Na+]. The catalyst is C1COCC1.CC(N(C)C)=O.CN(C)C=O. The product is [Cl:32][C:29]1[CH:30]=[CH:31][C:22]([NH:21][C:9]([C:8]2[CH:12]=[CH:13][CH:14]=[C:6]([C:3]3[CH:4]=[CH:5][O:1][CH:2]=3)[CH:7]=2)=[O:11])=[C:23]([CH:28]=1)[C:24]([O:26][CH3:27])=[O:25]. The yield is 0.670. (3) The yield is 0.750. The reactants are [OH:1][C:2]1[C:7]([CH:8]=[O:9])=[CH:6][C:5]([O:10][CH3:11])=[N:4][CH:3]=1.Cl.Cl[CH2:14][C:15]1[C:16]([C:21]2[N:25]([CH3:26])[N:24]=[CH:23][CH:22]=2)=[N:17][CH:18]=[CH:19][CH:20]=1.C([O-])([O-])=O.[K+].[K+]. The catalyst is CN(C=O)C. The product is [CH3:11][O:10][C:5]1[CH:6]=[C:7]([C:2]([O:1][CH2:14][C:15]2[C:16]([C:21]3[N:25]([CH3:26])[N:24]=[CH:23][CH:22]=3)=[N:17][CH:18]=[CH:19][CH:20]=2)=[CH:3][N:4]=1)[CH:8]=[O:9]. (4) The reactants are [CH3:1][O:2][C:3](=[O:32])[CH2:4][CH2:5][CH2:6][NH:7][CH2:8][CH2:9][N:10]([CH2:23][CH2:24][C:25]([O:27]C(C)(C)C)=[O:26])[C:11]1[CH:16]=[CH:15][C:14]([O:17][C:18]([F:21])([F:20])[F:19])=[C:13]([Cl:22])[CH:12]=1.[ClH:33]. The catalyst is ClCCl. The product is [ClH:22].[ClH:33].[CH3:1][O:2][C:3](=[O:32])[CH2:4][CH2:5][CH2:6][NH:7][CH2:8][CH2:9][N:10]([CH2:23][CH2:24][C:25]([OH:27])=[O:26])[C:11]1[CH:16]=[CH:15][C:14]([O:17][C:18]([F:20])([F:21])[F:19])=[C:13]([Cl:22])[CH:12]=1. The yield is 0.970. (5) The reactants are [F:1][C:2]([F:21])([F:20])[O:3][C:4]1[CH:5]=[C:6]([CH:17]=[CH:18][CH:19]=1)[O:7][C:8]1[CH:9]=[C:10]([N+:14]([O-])=O)[CH:11]=[CH:12][CH:13]=1. The catalyst is C(O)(=O)C.[Zn]. The product is [F:1][C:2]([F:20])([F:21])[O:3][C:4]1[CH:5]=[C:6]([CH:17]=[CH:18][CH:19]=1)[O:7][C:8]1[CH:9]=[C:10]([CH:11]=[CH:12][CH:13]=1)[NH2:14]. The yield is 0.440. (6) The reactants are Cl[C:2]1[C:11]([CH3:12])=[C:10]2[C:5]([CH:6]=[C:7]([C:15]3[CH:20]=[C:19]([O:21][CH3:22])[CH:18]=[C:17]([O:23][CH3:24])[CH:16]=3)[C:8](=[O:14])[N:9]2[CH3:13])=[CH:4][N:3]=1.[N+:25]([C:28]1[CH:33]=[CH:32][CH:31]=[CH:30][C:29]=1[NH2:34])([O-:27])=[O:26].C([O-])(C)(C)C.[K+]. The catalyst is CN(C)C=O.C1C=CC(/C=C/C(/C=C/C2C=CC=CC=2)=O)=CC=1.C1C=CC(/C=C/C(/C=C/C2C=CC=CC=2)=O)=CC=1.C1C=CC(/C=C/C(/C=C/C2C=CC=CC=2)=O)=CC=1.[Pd].[Pd]. The product is [CH3:24][O:23][C:17]1[CH:16]=[C:15]([C:7]2[C:8](=[O:14])[N:9]([CH3:13])[C:10]3[C:5]([CH:6]=2)=[CH:4][N:3]=[C:2]([NH:34][C:29]2[CH:30]=[CH:31][CH:32]=[CH:33][C:28]=2[N+:25]([O-:27])=[O:26])[C:11]=3[CH3:12])[CH:20]=[C:19]([O:21][CH3:22])[CH:18]=1. The yield is 0.150. (7) The reactants are C(P(C(C)(C)C)C1C(C)=C(C)C(C)=C(C)C=1C1C(C(C)C)=CC(C(C)C)=CC=1C(C)C)(C)(C)C.[F:35][C:36]1[CH:37]=[C:38]([OH:42])[CH:39]=[CH:40][CH:41]=1.Cl[C:44]1[CH:49]=[CH:48][C:47]([C:50]2[C:59]3[C:54](=[CH:55][C:56]([S:60]([NH:63][C:64]4[CH:69]=[CH:68][N:67]=[CH:66][N:65]=4)(=[O:62])=[O:61])=[CH:57][CH:58]=3)[CH:53]=[CH:52][N:51]=2)=[C:46]([O:70][CH3:71])[CH:45]=1.P([O-])([O-])([O-])=O.[K+].[K+].[K+].Cl. The catalyst is O1CCOCC1. The product is [F:35][C:36]1[CH:37]=[C:38]([CH:39]=[CH:40][CH:41]=1)[O:42][C:44]1[CH:49]=[CH:48][C:47]([C:50]2[C:59]3[C:54](=[CH:55][C:56]([S:60]([NH:63][C:64]4[CH:69]=[CH:68][N:67]=[CH:66][N:65]=4)(=[O:61])=[O:62])=[CH:57][CH:58]=3)[CH:53]=[CH:52][N:51]=2)=[C:46]([O:70][CH3:71])[CH:45]=1. The yield is 0.0849. (8) The reactants are [CH:1]1([CH2:4][N:5]2[CH2:11][CH2:10][C:9]3[S:12][C:13]([NH:15][C:16]4[N:21]=[CH:20][C:19]([F:22])=[CH:18][N:17]=4)=[N:14][C:8]=3[C:7]3=[CH:23][N:24](CC4C=CC(OC)=CC=4)[N:25]=[C:6]23)[CH2:3][CH2:2]1.C(O)(C(F)(F)F)=O. The catalyst is O. The product is [CH:1]1([CH2:4][N:5]2[CH2:11][CH2:10][C:9]3[S:12][C:13]([NH:15][C:16]4[N:17]=[CH:18][C:19]([F:22])=[CH:20][N:21]=4)=[N:14][C:8]=3[C:7]3=[CH:23][NH:24][N:25]=[C:6]23)[CH2:2][CH2:3]1. The yield is 0.180. (9) The reactants are [CH2:1]([C@@H:5]1[NH:10][CH2:9][C@H:8]([CH2:11][CH2:12][CH3:13])[NH:7][C:6]1=[O:14])[CH:2]([CH3:4])[CH3:3].[F:15][C:16]1[CH:21]=[CH:20][C:19]([C:22]2[O:26][N:25]=[C:24]([CH:27]=O)[CH:23]=2)=[CH:18][CH:17]=1.C([C@@H]1N(CC2C=C(C3C=CC=CC=3)ON=2)C[C@H](CC(C)C)NC1=O)C(C)C. No catalyst specified. The product is [F:15][C:16]1[CH:17]=[CH:18][C:19]([C:22]2[O:26][N:25]=[C:24]([CH2:27][N:10]3[CH2:9][C@H:8]([CH2:11][CH2:12][CH3:13])[NH:7][C:6](=[O:14])[C@@H:5]3[CH2:1][CH:2]([CH3:4])[CH3:3])[CH:23]=2)=[CH:20][CH:21]=1. The yield is 0.720. (10) The reactants are [CH3:1][C:2]1[C:7]([CH3:8])=[CH:6][CH:5]=[CH:4][C:3]=1[C:9]1[CH:14]=[CH:13][CH:12]=[CH:11][C:10]=1[CH2:15][CH2:16][C:17](O)=[O:18].[CH:20]([NH:23][NH:24][C:25](=[O:37])[C:26]1[CH:31]=[CH:30][CH:29]=[CH:28][C:27]=1[O:32][CH2:33][CH2:34][O:35][CH3:36])([CH3:22])[CH3:21].C(N(CC)CC)C.C1C=CC2N(O)N=NC=2C=1.CCN=C=NCCCN(C)C. The catalyst is CN(C=O)C. The product is [CH3:1][C:2]1[C:7]([CH3:8])=[CH:6][CH:5]=[CH:4][C:3]=1[C:9]1[CH:14]=[CH:13][CH:12]=[CH:11][C:10]=1[CH2:15][CH2:16][C:17]([N:23]([CH:20]([CH3:22])[CH3:21])[NH:24][C:25](=[O:37])[C:26]1[CH:31]=[CH:30][CH:29]=[CH:28][C:27]=1[O:32][CH2:33][CH2:34][O:35][CH3:36])=[O:18]. The yield is 0.360.